Dataset: Full USPTO retrosynthesis dataset with 1.9M reactions from patents (1976-2016). Task: Predict the reactants needed to synthesize the given product. (1) Given the product [NH2:31][C:30]1[S:29][C:28]([C:39]2[CH:44]=[CH:43][CH:42]=[CH:41][C:40]=2[C:45]([F:47])([F:48])[F:46])=[N:27][C:26]=1[C:24]([NH:23][C:22]1[CH:21]=[N:20][N:19]([CH3:49])[C:18]=1[N:14]1[CH2:15][CH2:16][CH2:17][C@@H:11]([NH2:10])[CH2:12][CH2:13]1)=[O:25], predict the reactants needed to synthesize it. The reactants are: C(OC(=O)[NH:10][C@@H:11]1[CH2:17][CH2:16][CH2:15][N:14]([C:18]2[N:19]([CH3:49])[N:20]=[CH:21][C:22]=2[NH:23][C:24]([C:26]2[N:27]=[C:28]([C:39]3[CH:44]=[CH:43][CH:42]=[CH:41][C:40]=3[C:45]([F:48])([F:47])[F:46])[S:29][C:30]=2[NH:31]C(OC(C)(C)C)=O)=[O:25])[CH2:13][CH2:12]1)C1C=CC=CC=1. (2) Given the product [ClH:36].[CH2:1]1[C:7]2[CH:8]=[CH:9][C:10]([C:12]([O:14][CH2:15][CH:16]3[CH2:17][CH2:18][N:19]([CH2:22][C:23]4[CH:24]=[CH:25][CH:26]=[CH:27][CH:28]=4)[CH2:20][CH2:21]3)=[O:13])=[CH:11][C:6]=2[CH2:5][CH2:4][NH:3][CH2:2]1, predict the reactants needed to synthesize it. The reactants are: [CH2:1]1[C:7]2[CH:8]=[CH:9][C:10]([C:12]([O:14][CH2:15][CH:16]3[CH2:21][CH2:20][N:19]([CH2:22][C:23]4[CH:28]=[CH:27][CH:26]=[CH:25][CH:24]=4)[CH2:18][CH2:17]3)=[O:13])=[CH:11][C:6]=2[CH2:5][CH2:4][N:3](C(OC(C)(C)C)=O)[CH2:2]1.[ClH:36].CO. (3) Given the product [CH2:1]([O:3][C:4]1[CH:5]=[C:6]([CH2:7][N:8]2[CH2:9][C:10]3([CH2:15][C:14]([N:16]4[CH2:21][CH2:20][C:19]([CH3:27])([C:22]([OH:24])=[O:23])[CH2:18][CH2:17]4)=[N:13][O:12]3)[CH2:11]2)[CH:28]=[C:29]([O:32][CH2:33][CH3:34])[C:30]=1[C:39]1[CH:38]=[CH:37][C:36]([F:35])=[CH:41][C:40]=1[F:42])[CH3:2], predict the reactants needed to synthesize it. The reactants are: [CH2:1]([O:3][C:4]1[CH:5]=[C:6]([CH:28]=[C:29]([O:32][CH2:33][CH3:34])[C:30]=1I)[CH2:7][N:8]1[CH2:11][C:10]2([CH2:15][C:14]([N:16]3[CH2:21][CH2:20][C:19]([CH3:27])([C:22]([O:24]CC)=[O:23])[CH2:18][CH2:17]3)=[N:13][O:12]2)[CH2:9]1)[CH3:2].[F:35][C:36]1[CH:41]=[C:40]([F:42])[CH:39]=[CH:38][C:37]=1B(O)O. (4) Given the product [C:1]1([N:7]2[CH2:11][CH2:12][O:13][C:22](=[O:24])[O:10][CH2:9][CH2:8]2)[CH:6]=[CH:5][CH:4]=[CH:3][CH:2]=1, predict the reactants needed to synthesize it. The reactants are: [C:1]1([N:7]([CH2:11][CH2:12][OH:13])[CH2:8][CH2:9][OH:10])[CH:6]=[CH:5][CH:4]=[CH:3][CH:2]=1.C(N(CC)CC)C.Cl[C:22](Cl)([O:24]C(=O)OC(Cl)(Cl)Cl)Cl. (5) Given the product [NH2:14][C:15]1[N:16]=[CH:17][C:18]([N:21]2[CH2:22][CH2:23][N:24]([C:27]([O:29][C:30]([CH3:33])([CH3:32])[CH3:31])=[O:28])[CH2:25][CH2:26]2)=[N:19][CH:20]=1, predict the reactants needed to synthesize it. The reactants are: C1(C(=[N:14][C:15]2[N:16]=[CH:17][C:18]([N:21]3[CH2:26][CH2:25][N:24]([C:27]([O:29][C:30]([CH3:33])([CH3:32])[CH3:31])=[O:28])[CH2:23][CH2:22]3)=[N:19][CH:20]=2)C2C=CC=CC=2)C=CC=CC=1.C([O-])(=O)C.[Na+].Cl.NO. (6) Given the product [Cl:10][C:52]1[CH:51]=[CH:47][C:48]([CH2:49][C@@H:50]([NH:46][C:44](=[O:45])[O:43][C:39]([CH3:40])([CH3:41])[CH3:42])[C:58]([N:36]2[CH2:35][CH2:34][N:33]([C:19]3[C:18]([C:12]4[CH:17]=[CH:16][CH:15]=[CH:14][CH:13]=4)=[CH:23][N:22]=[C:21]4[NH:24][N:25]=[C:26]([O:27][CH2:28][C@@H:29]([OH:32])[CH2:30][OH:31])[C:20]=34)[CH2:38][CH2:37]2)=[O:62])=[CH:9][CH:7]=1, predict the reactants needed to synthesize it. The reactants are: CCN([CH:7]([CH3:9])C)C(C)C.[ClH:10].Cl.[C:12]1([C:18]2[C:19]([N:33]3[CH2:38][CH2:37][NH:36][CH2:35][CH2:34]3)=[C:20]3[C:26]([O:27][CH2:28][C@@H:29]([OH:32])[CH2:30][OH:31])=[N:25][NH:24][C:21]3=[N:22][CH:23]=2)[CH:17]=[CH:16][CH:15]=[CH:14][CH:13]=1.[C:39]([O:43][C:44]([N:46]1[CH2:50][CH2:49][CH2:48][C@H:47]1[CH2:51][C:52](O)=O)=[O:45])([CH3:42])([CH3:41])[CH3:40].CN([C:58]([O:62]N1N=NC2C=CC=CC1=2)=[N+](C)C)C.[B-](F)(F)(F)F. (7) Given the product [Cl:22][C:23]1[CH:24]=[C:25]2[C:29](=[CH:30][CH:31]=1)[NH:28][C:27]([C:32]([NH:1][CH:2]1[CH2:11][C:10]3[C:5](=[CH:6][CH:7]=[CH:8][CH:9]=3)[N:4]([CH2:12][CH:13]3[CH2:14][O:15][C:16]([CH3:19])([CH3:20])[O:17][CH2:18]3)[C:3]1=[O:21])=[O:33])=[CH:26]2, predict the reactants needed to synthesize it. The reactants are: [NH2:1][CH:2]1[CH2:11][C:10]2[C:5](=[CH:6][CH:7]=[CH:8][CH:9]=2)[N:4]([CH2:12][CH:13]2[CH2:18][O:17][C:16]([CH3:20])([CH3:19])[O:15][CH2:14]2)[C:3]1=[O:21].[Cl:22][C:23]1[CH:24]=[C:25]2[C:29](=[CH:30][CH:31]=1)[NH:28][C:27]([C:32](O)=[O:33])=[CH:26]2.